From a dataset of Reaction yield outcomes from USPTO patents with 853,638 reactions. Predict the reaction yield, written as a fraction of the theoretical maximum amount of product (1.0 means a 100% yield; for example, 0.34 means a 34% yield). (1) The reactants are [CH2:1]([C:3]1[S:22][C:6]2[NH:7][C:8](=[O:21])[N:9]([CH2:12][CH2:13][C:14]3[CH:19]=[CH:18][C:17]([F:20])=[CH:16][CH:15]=3)[C:10](=[O:11])[C:5]=2[CH:4]=1)[CH3:2].Br[CH2:24][C:25]1[CH:30]=[CH:29][C:28]([C:31]2[CH:36]=[CH:35][CH:34]=[CH:33][C:32]=2[C:37]2[N:41]=[C:40](C(Cl)(Cl)Cl)[O:39][N:38]=2)=[CH:27][CH:26]=1.C(=O)([O-])[O-:47].[K+].[K+]. The catalyst is C(#N)C. The product is [CH2:1]([C:3]1[S:22][C:6]2[N:7]([CH2:24][C:25]3[CH:30]=[CH:29][C:28]([C:31]4[CH:36]=[CH:35][CH:34]=[CH:33][C:32]=4[C:37]4[NH:41][C:40](=[O:47])[O:39][N:38]=4)=[CH:27][CH:26]=3)[C:8](=[O:21])[N:9]([CH2:12][CH2:13][C:14]3[CH:19]=[CH:18][C:17]([F:20])=[CH:16][CH:15]=3)[C:10](=[O:11])[C:5]=2[CH:4]=1)[CH3:2]. The yield is 0.430. (2) The reactants are C([O:5][NH:6][C:7]([C:9]1[CH:14]=[C:13]([NH:15][CH2:16][C:17]2[CH:22]=[CH:21][CH:20]=[CH:19][CH:18]=2)[CH:12]=[CH:11][N:10]=1)=[O:8])(C)(C)C.FC(F)(F)C(O)=O. The yield is 0.320. No catalyst specified. The product is [OH:5][NH:6][C:7]([C:9]1[CH:14]=[C:13]([NH:15][CH2:16][C:17]2[CH:22]=[CH:21][CH:20]=[CH:19][CH:18]=2)[CH:12]=[CH:11][N:10]=1)=[O:8]. (3) The reactants are [OH:1][C@H:2]1[CH2:7]C[C@H](C(OCC)=O)C[CH2:3]1.C[Mg]Br.[CH3:16][C:17](=O)OCC.[CH2:22]1[CH2:26][O:25][CH2:24][CH2:23]1. No catalyst specified. The product is [OH:1][C:2]([C@H:26]1[CH2:17][CH2:16][C@H:24]([OH:25])[CH2:23][CH2:22]1)([CH3:7])[CH3:3]. The yield is 0.960. (4) The reactants are [F:1][C:2]1[CH:22]=[CH:21][C:5]([O:6][CH2:7][CH2:8][CH2:9][N:10]2C(=O)C3C(=CC=CC=3)C2=O)=[C:4]([N+:23]([O-:25])=[O:24])[CH:3]=1.O.NN. The catalyst is C(O)C. The product is [F:1][C:2]1[CH:22]=[CH:21][C:5]([O:6][CH2:7][CH2:8][CH2:9][NH2:10])=[C:4]([N+:23]([O-:25])=[O:24])[CH:3]=1. The yield is 1.00. (5) The catalyst is CN1CCCC1=O. The reactants are C(N(CC)C(C)C)(C)C.OC(C(F)(F)F)=O.[NH:17]1[C:21]2=[N:22][CH:23]=[CH:24][C:25]([C:26]3[CH:27]=[N:28][N:29]([C:31]4([CH2:35][C:36]#[N:37])[CH2:34][NH:33][CH2:32]4)[CH:30]=3)=[C:20]2[CH:19]=[CH:18]1.[F:38][C:39]1[CH:40]=[C:41]([CH:46]=[CH:47][C:48]=1F)[C:42]([O:44][CH3:45])=[O:43].C([O-])(O)=O.[Na+]. The yield is 0.330. The product is [C:36]([CH2:35][C:31]1([N:29]2[CH:30]=[C:26]([C:25]3[CH:24]=[CH:23][N:22]=[C:21]4[NH:17][CH:18]=[CH:19][C:20]=34)[CH:27]=[N:28]2)[CH2:32][N:33]([C:48]2[CH:47]=[CH:46][C:41]([C:42]([O:44][CH3:45])=[O:43])=[CH:40][C:39]=2[F:38])[CH2:34]1)#[N:37].